Predict which catalyst facilitates the given reaction. From a dataset of Catalyst prediction with 721,799 reactions and 888 catalyst types from USPTO. Reactant: [Cl:1][C:2]1[C:3](=[O:30])[N:4]([C:19]2[CH:24]=[C:23]([C:25](=O)[C:26]#[CH:27])[CH:22]=[CH:21][C:20]=2[CH3:29])[C:5]([CH3:18])=[N:6][C:7]=1[O:8][CH2:9][C:10]1[CH:15]=[CH:14][C:13]([O:16][CH3:17])=[CH:12][CH:11]=1.Cl.[OH:32][C:33]([CH3:38])([CH3:37])[C:34]([NH2:36])=[NH:35].C(=O)([O-])[O-].[K+].[K+]. Product: [Cl:1][C:2]1[C:3](=[O:30])[N:4]([C:19]2[CH:24]=[C:23]([C:25]3[CH:26]=[CH:27][N:36]=[C:34]([C:33]([OH:32])([CH3:38])[CH3:37])[N:35]=3)[CH:22]=[CH:21][C:20]=2[CH3:29])[C:5]([CH3:18])=[N:6][C:7]=1[O:8][CH2:9][C:10]1[CH:15]=[CH:14][C:13]([O:16][CH3:17])=[CH:12][CH:11]=1. The catalyst class is: 10.